From a dataset of TCR-epitope binding with 47,182 pairs between 192 epitopes and 23,139 TCRs. Binary Classification. Given a T-cell receptor sequence (or CDR3 region) and an epitope sequence, predict whether binding occurs between them. (1) The epitope is YSEHPTFTSQY. The TCR CDR3 sequence is CASSLGQLYGYTF. Result: 1 (the TCR binds to the epitope). (2) The epitope is FTISVTTEIL. The TCR CDR3 sequence is CATSATVYNEQFF. Result: 0 (the TCR does not bind to the epitope). (3) The epitope is FLNGSCGSV. The TCR CDR3 sequence is CASSLGDIPYEQYF. Result: 1 (the TCR binds to the epitope). (4) The epitope is VLWAHGFEL. The TCR CDR3 sequence is CASSLAWGQGSYEQYF. Result: 1 (the TCR binds to the epitope).